This data is from hERG Central: cardiac toxicity at 1µM, 10µM, and general inhibition. The task is: Predict hERG channel inhibition at various concentrations. (1) The compound is CCN(CC)CCN(C(=O)c1ccc2c(c1)OCCO2)c1nc2cc3c(cc2s1)OCO3.Cl. Results: hERG_inhib (hERG inhibition (general)): blocker. (2) The molecule is O=C(OCC(=O)N1CCN(C(=O)c2ccco2)CC1)c1cc(-c2ccc(F)cc2)nc2ccccc12. Results: hERG_inhib (hERG inhibition (general)): blocker. (3) The compound is Cc1oc(-c2ccc(-c3ccccc3)cc2)nc1CN(C)C1CCOC1. Results: hERG_inhib (hERG inhibition (general)): blocker. (4) The compound is CCC(=O)N1CCN(c2ccnc3cc(Cl)ccc23)CC1. Results: hERG_inhib (hERG inhibition (general)): blocker. (5) The compound is CC(C)(C)OC(=O)N1CCC(c2c(C(=O)N3CCN(C(=O)c4ccco4)CC3)cnn2-c2cccc(Cl)c2)CC1. Results: hERG_inhib (hERG inhibition (general)): blocker. (6) The drug is Cc1cc(C)nc(-n2nc(C)cc2NC(=O)CN2CCC(C)CC2)n1. Results: hERG_inhib (hERG inhibition (general)): blocker. (7) The compound is S=C(NCCN(C1CCCCC1)C1CCCC1)Nc1cccc(Cl)c1. Results: hERG_inhib (hERG inhibition (general)): blocker. (8) The compound is CC[N+]12CCC(CC1)C(=C(c1ccccc1)c1ccccc1)C2.[Br-]. Results: hERG_inhib (hERG inhibition (general)): blocker.